Dataset: Full USPTO retrosynthesis dataset with 1.9M reactions from patents (1976-2016). Task: Predict the reactants needed to synthesize the given product. (1) Given the product [CH2:36]([C:25]1([C:23]2[N:22]=[CH:21][N:20]([C:1]([C:14]3[CH:19]=[CH:18][CH:17]=[CH:16][CH:15]=3)([C:2]3[CH:7]=[CH:6][CH:5]=[CH:4][CH:3]=3)[C:8]3[CH:9]=[CH:10][CH:11]=[CH:12][CH:13]=3)[CH:24]=2)[C:26](=[O:35])[C:27]2[C:32](=[CH:31][CH:30]=[CH:29][CH:28]=2)[C:33]1=[O:34])[CH3:37], predict the reactants needed to synthesize it. The reactants are: [C:1]([N:20]1[CH:24]=[C:23]([CH:25]2[C:33](=[O:34])[C:32]3[C:27](=[CH:28][CH:29]=[CH:30][CH:31]=3)[C:26]2=[O:35])[N:22]=[CH:21]1)([C:14]1[CH:19]=[CH:18][CH:17]=[CH:16][CH:15]=1)([C:8]1[CH:13]=[CH:12][CH:11]=[CH:10][CH:9]=1)[C:2]1[CH:7]=[CH:6][CH:5]=[CH:4][CH:3]=1.[CH2:36](I)[CH3:37].C(=O)([O-])[O-].[K+].[K+]. (2) Given the product [C:1](=[O:19])([O:17][CH3:18])[O:2][C:3]1[CH:8]=[C:7]([N+:9]([O-:11])=[O:10])[C:6]([C:12]([CH3:15])([CH3:14])[CH3:13])=[CH:5][C:4]=1[C:20]1[CH2:24][CH2:23][CH2:22][CH:21]=1, predict the reactants needed to synthesize it. The reactants are: [C:1](=[O:19])([O:17][CH3:18])[O:2][C:3]1[CH:8]=[C:7]([N+:9]([O-:11])=[O:10])[C:6]([C:12]([CH3:15])([CH3:14])[CH3:13])=[CH:5][C:4]=1Br.[C:20]1(B(O)O)[CH2:24][CH2:23][CH2:22][CH:21]=1.C([O-])([O-])=O.[Na+].[Na+].C(O)C. (3) Given the product [C:25]1([CH:24]([S:1][C:2]2[S:3][C:4]3[CH2:14][CH2:13][C:12]4[C:7](=[CH:8][CH:9]=[CH:10][C:11]=4[O:15][CH2:16][C:17]([OH:19])=[O:18])[C:5]=3[N:6]=2)[CH2:23][C:31]2[CH:32]=[CH:33][CH:34]=[CH:35][CH:36]=2)[CH:30]=[CH:29][CH:28]=[CH:27][CH:26]=1, predict the reactants needed to synthesize it. The reactants are: [SH:1][C:2]1[S:3][C:4]2[CH2:14][CH2:13][C:12]3[C:7](=[CH:8][CH:9]=[CH:10][C:11]=3[O:15][CH2:16][C:17]([O:19]CC)=[O:18])[C:5]=2[N:6]=1.Br[CH:23]([C:31]1[CH:36]=[CH:35][CH:34]=[CH:33][CH:32]=1)[CH2:24][C:25]1[CH:30]=[CH:29][CH:28]=[CH:27][CH:26]=1. (4) Given the product [CH3:1][C:2]1[CH:7]=[C:6]([CH3:8])[NH:5][C:4](=[O:9])[C:3]=1[CH2:10][NH:11][C:12]([C:14]1[C:15]2[CH:32]=[N:31][N:30]([CH:33]([CH3:35])[CH3:34])[C:16]=2[N:17]=[C:18]([CH:20]2[CH2:21][CH2:22][N:23]([S:26]([CH3:29])(=[O:28])=[O:27])[CH2:24][CH2:25]2)[CH:19]=1)=[O:13], predict the reactants needed to synthesize it. The reactants are: [CH3:1][C:2]1[CH:7]=[C:6]([CH3:8])[NH:5][C:4](=[O:9])[C:3]=1[CH2:10][NH:11][C:12]([C:14]1[C:15]2[CH:32]=[N:31][N:30]([CH:33]([CH3:35])[CH3:34])[C:16]=2[N:17]=[C:18]([C:20]2[CH2:21][CH2:22][N:23]([S:26]([CH3:29])(=[O:28])=[O:27])[CH2:24][CH:25]=2)[CH:19]=1)=[O:13]. (5) The reactants are: [Cl:1][C:2]1[CH:7]=[C:6](F)[CH:5]=[CH:4][N:3]=1.[Br:9][C:10]1[CH:11]=[CH:12][C:13]([OH:23])=[C:14]([CH:22]=1)[C:15]([N:17]([CH2:20][CH3:21])[CH2:18][CH3:19])=[O:16].C(=O)([O-])[O-].[Cs+].[Cs+]. Given the product [Br:9][C:10]1[CH:11]=[CH:12][C:13]([O:23][C:6]2[CH:5]=[CH:4][N:3]=[C:2]([Cl:1])[CH:7]=2)=[C:14]([CH:22]=1)[C:15]([N:17]([CH2:18][CH3:19])[CH2:20][CH3:21])=[O:16], predict the reactants needed to synthesize it. (6) Given the product [Cl:6][C:7]1[C:8]([C:15]([O:17][CH3:3])=[O:16])=[N:9][C:10]([S:13][CH3:14])=[N:11][CH:12]=1, predict the reactants needed to synthesize it. The reactants are: Cl[Si](C)(C)[CH3:3].[Cl:6][C:7]1[C:8]([C:15]([OH:17])=[O:16])=[N:9][C:10]([S:13][CH3:14])=[N:11][CH:12]=1. (7) Given the product [NH2:17][C:18]1[CH:23]=[CH:22][C:21]([NH:24][C:25](=[O:26])[C:27]2[CH:32]=[CH:31][CH:30]=[N:29][C:28]=2[O:33][CH2:34][C:35]2[CH:40]=[CH:39][CH:38]=[CH:37][CH:36]=2)=[C:20]([O:41][CH2:42][C:43]2[CH:48]=[CH:47][CH:46]=[CH:45][CH:44]=2)[CH:19]=1, predict the reactants needed to synthesize it. The reactants are: C1C2C(COC(=O)[NH:17][C:18]3[CH:23]=[CH:22][C:21]([NH:24][C:25]([C:27]4[C:28]([O:33][CH2:34][C:35]5[CH:40]=[CH:39][CH:38]=[CH:37][CH:36]=5)=[N:29][CH:30]=[CH:31][CH:32]=4)=[O:26])=[C:20]([O:41][CH2:42][C:43]4[CH:48]=[CH:47][CH:46]=[CH:45][CH:44]=4)[CH:19]=3)C3C(=CC=CC=3)C=2C=CC=1.N1CCCCC1.